Predict the reaction yield, written as a fraction of the theoretical maximum amount of product (1.0 means a 100% yield; for example, 0.34 means a 34% yield). From a dataset of Reaction yield outcomes from USPTO patents with 853,638 reactions. (1) The reactants are [Cl:1][C:2]1[C:3]([N:17]2[CH2:22][CH2:21][CH:20]([C:23]([O:25]C)=[O:24])[CH2:19][CH2:18]2)=[N:4][CH:5]=[C:6]([C:10]2[O:11][C:12]([CH2:15][CH3:16])=[CH:13][N:14]=2)[C:7]=1[NH:8][CH3:9].[OH-].[Na+]. The catalyst is CO. The product is [Cl:1][C:2]1[C:3]([N:17]2[CH2:18][CH2:19][CH:20]([C:23]([OH:25])=[O:24])[CH2:21][CH2:22]2)=[N:4][CH:5]=[C:6]([C:10]2[O:11][C:12]([CH2:15][CH3:16])=[CH:13][N:14]=2)[C:7]=1[NH:8][CH3:9]. The yield is 1.00. (2) The reactants are [CH3:1][NH:2][CH2:3][C:4]1[N:5]=[C:6]([NH2:9])[S:7][CH:8]=1.C(N(CC)CC)C.[Cl:17][C:18]1[N:23]=[C:22]([N:24]([C:40]([O:42][C:43]([CH3:46])([CH3:45])[CH3:44])=[O:41])[N:25]([C:33]([O:35][C:36]([CH3:39])([CH3:38])[CH3:37])=[O:34])[C:26]([O:28][C:29]([CH3:32])([CH3:31])[CH3:30])=[O:27])[C:21]([F:47])=[C:20](Cl)[N:19]=1. The catalyst is C1COCC1.CCOC(C)=O. The product is [NH2:9][C:6]1[S:7][CH:8]=[C:4]([CH2:3][N:2]([CH3:1])[C:20]2[N:19]=[C:18]([Cl:17])[N:23]=[C:22]([N:24]([C:40]([O:42][C:43]([CH3:44])([CH3:46])[CH3:45])=[O:41])[N:25]([C:26]([O:28][C:29]([CH3:31])([CH3:32])[CH3:30])=[O:27])[C:33]([O:35][C:36]([CH3:39])([CH3:37])[CH3:38])=[O:34])[C:21]=2[F:47])[N:5]=1. The yield is 1.00. (3) The reactants are Br[C:2]1[CH:11]=[C:10]2[C:5]([C:6]([CH3:16])([CH3:15])[CH2:7][C:8](=[O:14])[N:9]2[CH2:12][CH3:13])=[CH:4][C:3]=1[CH3:17].[CH3:18][O:19][C:20]1[CH:25]=[CH:24][C:23]([CH:26]=[O:27])=[CH:22][C:21]=1B(O)O.C1(C)C=CC=CC=1.C([O-])([O-])=O.[K+].[K+]. The catalyst is C1C=CC([P]([Pd]([P](C2C=CC=CC=2)(C2C=CC=CC=2)C2C=CC=CC=2)([P](C2C=CC=CC=2)(C2C=CC=CC=2)C2C=CC=CC=2)[P](C2C=CC=CC=2)(C2C=CC=CC=2)C2C=CC=CC=2)(C2C=CC=CC=2)C2C=CC=CC=2)=CC=1.C(O)C. The product is [CH2:12]([N:9]1[C:10]2[C:5](=[CH:4][C:3]([CH3:17])=[C:2]([C:21]3[CH:22]=[C:23]([CH:24]=[CH:25][C:20]=3[O:19][CH3:18])[CH:26]=[O:27])[CH:11]=2)[C:6]([CH3:16])([CH3:15])[CH2:7][C:8]1=[O:14])[CH3:13]. The yield is 0.990. (4) The reactants are [CH2:1]([O:8][C:9]1[CH:14]=[CH:13][C:12]([OH:15])=[C:11]([CH:16]([OH:23])[C:17]2[CH:22]=[CH:21][CH:20]=[CH:19][CH:18]=2)[CH:10]=1)[C:2]1[CH:7]=[CH:6][CH:5]=[CH:4][CH:3]=1.C([O-])([O-])=O.[Cs+].[Cs+].Br[C:31]([CH3:38])([CH3:37])[C:32]([O:34][CH2:35][CH3:36])=[O:33]. The catalyst is CN(C=O)C. The product is [CH2:35]([O:34][C:32](=[O:33])[C:31]([O:15][C:12]1[CH:13]=[CH:14][C:9]([O:8][CH2:1][C:2]2[CH:3]=[CH:4][CH:5]=[CH:6][CH:7]=2)=[CH:10][C:11]=1[CH:16]([OH:23])[C:17]1[CH:18]=[CH:19][CH:20]=[CH:21][CH:22]=1)([CH3:38])[CH3:37])[CH3:36]. The yield is 0.650. (5) The reactants are [CH2:1]([O:8][C:9]([N:11]1[CH2:15][CH:14]2[C:16](=[O:19])[CH2:17][CH2:18][CH:13]2[CH2:12]1)=[O:10])[C:2]1[CH:7]=[CH:6][CH:5]=[CH:4][CH:3]=1.N1C(C)=CC=CC=1C.FC(F)(F)S(O[Si:34]([C:37]([CH3:40])([CH3:39])[CH3:38])([CH3:36])[CH3:35])(=O)=O. The catalyst is ClCCl.C(=O)(O)[O-].[Na+]. The product is [CH2:1]([O:8][C:9]([N:11]1[CH2:12][CH:13]2[CH2:18][CH:17]=[C:16]([O:19][Si:34]([C:37]([CH3:40])([CH3:39])[CH3:38])([CH3:36])[CH3:35])[CH:14]2[CH2:15]1)=[O:10])[C:2]1[CH:7]=[CH:6][CH:5]=[CH:4][CH:3]=1. The yield is 0.920. (6) The product is [F:58][C:59]([F:64])([F:63])[C:60]([OH:62])=[O:61].[C:38]([S:40][CH:17]1[CH2:16][CH2:15][NH:14][CH2:13]/[C:12]/1=[CH:11]\[C:10]1[N:6]([CH2:5][C:3]([O:2][CH3:1])=[O:4])[N:7]=[N:8][N:9]=1)(=[O:41])[CH3:39]. The catalyst is ClCCl. The yield is 0.270. The reactants are [CH3:1][O:2][C:3]([CH2:5][N:6]1[C:10](/[CH:11]=[C:12]2\[CH2:13][N:14](C(C3C=CC=CC=3)(C3C=CC=CC=3)C3C=CC=CC=3)[CH2:15][CH2:16][CH:17]\2O)=[N:9][N:8]=[N:7]1)=[O:4].[C:38]([OH:41])(=[S:40])[CH3:39].C(OC(OCC(C)(C)C)N(C)C)C(C)(C)C.[F:58][C:59]([F:64])([F:63])[C:60]([OH:62])=[O:61]. (7) The reactants are C(OC(=O)[NH:7][CH2:8][CH2:9][N:10]([CH2:23][CH2:24][CH:25]([C:32]1[CH:37]=[CH:36][CH:35]=[CH:34][CH:33]=1)[C:26]1[CH:31]=[CH:30][CH:29]=[CH:28][CH:27]=1)[C:11]([NH:13][C:14]1[S:15][C:16]2[CH:22]=[CH:21][CH:20]=[CH:19][C:17]=2[N:18]=1)=[O:12])(C)(C)C.Cl. The catalyst is CCO. The product is [NH2:7][CH2:8][CH2:9][N:10]([CH2:23][CH2:24][CH:25]([C:32]1[CH:33]=[CH:34][CH:35]=[CH:36][CH:37]=1)[C:26]1[CH:27]=[CH:28][CH:29]=[CH:30][CH:31]=1)[C:11]([NH:13][C:14]1[S:15][C:16]2[CH:22]=[CH:21][CH:20]=[CH:19][C:17]=2[N:18]=1)=[O:12]. The yield is 0.780. (8) The reactants are Br[C:2]1[C:3]([Cl:10])=[C:4]([CH3:9])[C:5]([F:8])=[CH:6][CH:7]=1.[CH3:11][N:12](C=O)C. The catalyst is ClCCl.[C-]#N.[Zn+2].[C-]#N.C1C=CC([P]([Pd]([P](C2C=CC=CC=2)(C2C=CC=CC=2)C2C=CC=CC=2)([P](C2C=CC=CC=2)(C2C=CC=CC=2)C2C=CC=CC=2)[P](C2C=CC=CC=2)(C2C=CC=CC=2)C2C=CC=CC=2)(C2C=CC=CC=2)C2C=CC=CC=2)=CC=1. The product is [Cl:10][C:3]1[C:4]([CH3:9])=[C:5]([F:8])[CH:6]=[CH:7][C:2]=1[C:11]#[N:12]. The yield is 0.710.